This data is from Reaction yield outcomes from USPTO patents with 853,638 reactions. The task is: Predict the reaction yield, written as a fraction of the theoretical maximum amount of product (1.0 means a 100% yield; for example, 0.34 means a 34% yield). (1) The reactants are [CH3:1][Si:2](C1C=CC=CC=1)([CH2:4][Si:5]([C:13]1C=CC=CC=1)(C1C=CC=CC=1)[CH3:6])C.C1C=CC=CC=1.[Cl-:31].[Al+3].[Cl-:33].[Cl-:34].Cl. The yield is 0.700. The catalyst is CC(C)=O. The product is [Cl:31][Si:2]([Cl:34])([CH2:4][Si:5]([Cl:33])([CH3:13])[CH3:6])[CH3:1]. (2) The reactants are Br[C:2]1[CH:3]=[C:4]([C:9]2[N:14]=[C:13]([C:15]3[CH:20]=[CH:19][CH:18]=[CH:17][CH:16]=3)[N:12]=[C:11]([C:21]3[CH:26]=[CH:25][CH:24]=[CH:23][CH:22]=3)[N:10]=2)[CH:5]=[C:6]([Cl:8])[CH:7]=1.[CH:27]1[C:40]2[C:31](=[CH:32][C:33]3[C:38]([C:39]=2B(O)O)=[CH:37][CH:36]=[CH:35][CH:34]=3)[CH:30]=[CH:29][CH:28]=1.C1(C)C=CC=CC=1.C(=O)([O-])[O-].[K+].[K+]. The catalyst is [Pd].C1(P(C2C=CC=CC=2)C2C=CC=CC=2)C=CC=CC=1.C1(P(C2C=CC=CC=2)C2C=CC=CC=2)C=CC=CC=1.C1(P(C2C=CC=CC=2)C2C=CC=CC=2)C=CC=CC=1.C1(P(C2C=CC=CC=2)C2C=CC=CC=2)C=CC=CC=1.C(O)C. The product is [Cl:8][C:6]1[CH:5]=[C:4]([C:9]2[N:14]=[C:13]([C:15]3[CH:20]=[CH:19][CH:18]=[CH:17][CH:16]=3)[N:12]=[C:11]([C:21]3[CH:26]=[CH:25][CH:24]=[CH:23][CH:22]=3)[N:10]=2)[CH:3]=[C:2]([C:32]2[C:33]3[C:38]([CH:39]=[C:40]4[C:31]=2[CH:30]=[CH:29][CH:28]=[CH:27]4)=[CH:37][CH:36]=[CH:35][CH:34]=3)[CH:7]=1. The yield is 0.770. (3) The reactants are [CH3:1][C:2]([Si:5]([CH3:27])([CH3:26])[O:6][C@@H:7]1[CH2:20][C@@H:19]2[C@H:10]([C@H:11]3[C@H:16]([CH2:17][CH2:18]2)[CH2:15][C@:14]2([CH3:25])[C:21](=O)[CH2:22][CH2:23][C@H:13]2[CH2:12]3)[CH2:9][CH2:8]1)([CH3:4])[CH3:3].Cl.[NH2:29][OH:30].O. The catalyst is N1C=CC=CC=1. The product is [CH3:1][C:2]([Si:5]([CH3:27])([CH3:26])[O:6][C@@H:7]1[CH2:20][C@@H:19]2[C@H:10]([C@H:11]3[C@H:16]([CH2:17][CH2:18]2)[CH2:15][C@:14]2([CH3:25])[C:21](=[N:29][OH:30])[CH2:22][CH2:23][C@H:13]2[CH2:12]3)[CH2:9][CH2:8]1)([CH3:4])[CH3:3]. The yield is 0.820.